This data is from hERG Central: cardiac toxicity at 1µM, 10µM, and general inhibition. The task is: Predict hERG channel inhibition at various concentrations. (1) The compound is COc1ccc2occ(C(=O)c3ccc(N=C(C)N(C)C)cc3)c2c1. Results: hERG_inhib (hERG inhibition (general)): blocker. (2) The compound is COC(=O)c1ccc(CN2CCCC(CCC(=O)NCc3ccc(C)o3)C2)cc1. Results: hERG_inhib (hERG inhibition (general)): blocker. (3) The drug is Cc1ccc(CN2C3=NCCN3c3ccccc32)cc1.Cl. Results: hERG_inhib (hERG inhibition (general)): blocker. (4) The drug is O=C(COc1ccccc1)N1CCN=C1c1ccccc1. Results: hERG_inhib (hERG inhibition (general)): blocker.